From a dataset of Reaction yield outcomes from USPTO patents with 853,638 reactions. Predict the reaction yield, written as a fraction of the theoretical maximum amount of product (1.0 means a 100% yield; for example, 0.34 means a 34% yield). (1) The reactants are [F:1][C:2]1[C:3]([CH:21]=[O:22])=[C:4]([CH:14]=[C:15]([C:17]([F:20])([F:19])[F:18])[CH:16]=1)[C:5](N(C(C)C)C(C)C)=[O:6].[BH4-].[Na+]. The catalyst is C(O)C. The product is [F:1][C:2]1[CH:16]=[C:15]([C:17]([F:20])([F:19])[F:18])[CH:14]=[C:4]2[C:3]=1[CH2:21][O:22][C:5]2=[O:6]. The yield is 0.710. (2) The reactants are [Br:1][C:2]1[C:3]([F:12])=[C:4]2[C:10]([NH2:11])=[CH:9][NH:8][C:5]2=[N:6][CH:7]=1.[CH3:13][C:14]1[O:18][N:17]=[C:16]([C:19](O)=[O:20])[CH:15]=1.C(N(CC)CC)C.C1N(P(Cl)(N2C(=O)OCC2)=O)C(=O)OC1.[Li+].[OH-]. The catalyst is C(Cl)Cl. The product is [Br:1][C:2]1[C:3]([F:12])=[C:4]2[C:10]([NH:11][C:19]([C:16]3[CH:15]=[C:14]([CH3:13])[O:18][N:17]=3)=[O:20])=[CH:9][NH:8][C:5]2=[N:6][CH:7]=1. The yield is 0.710. (3) The reactants are [OH:1][C@H:2]([CH3:20])[C@H:3]([NH:12]C(=O)OC(C)(C)C)[C:4]([N:6]1[CH2:11][CH2:10][O:9][CH2:8][CH2:7]1)=[O:5].[ClH:21]. The catalyst is CO.O1CCOCC1. The product is [Cl-:21].[OH:1][C@H:2]([CH3:20])[C@H:3]([NH3+:12])[C:4]([N:6]1[CH2:7][CH2:8][O:9][CH2:10][CH2:11]1)=[O:5]. The yield is 1.00. (4) The reactants are [C:1]([O:5][C:6](=[O:30])[CH2:7][C@@H:8]([CH2:24][CH:25]1[CH2:29][CH2:28][CH2:27][CH2:26]1)[C:9](N1[C@@H](CC2C=CC=CC=2)COC1=O)=[O:10])([CH3:4])([CH3:3])[CH3:2].OO.[Li+].[OH-].S([O-])([O-])=[O:36].[Na+].[Na+].C(=O)(O)[O-].[Na+]. The catalyst is C1COCC1.O. The product is [C:1]([O:5][C:6](=[O:30])[CH2:7][C@@H:8]([CH2:24][CH:25]1[CH2:29][CH2:28][CH2:27][CH2:26]1)[C:9]([OH:10])=[O:36])([CH3:2])([CH3:3])[CH3:4]. The yield is 0.730. (5) The reactants are Cl[C:2]1[C:3]2[C:10]([CH3:11])=[CH:9][NH:8][C:4]=2[N:5]=[CH:6][N:7]=1.[CH:12]12[N:19]([C:20]([O:22][C:23]([CH3:26])([CH3:25])[CH3:24])=[O:21])[CH:16]([CH2:17][CH2:18]1)[CH2:15][NH:14][CH2:13]2.C(N(CC)CC)C. The catalyst is C(O)(C)C. The product is [CH3:11][C:10]1[C:3]2[C:2]([N:14]3[CH2:13][CH:12]4[N:19]([C:20]([O:22][C:23]([CH3:26])([CH3:25])[CH3:24])=[O:21])[CH:16]([CH2:17][CH2:18]4)[CH2:15]3)=[N:7][CH:6]=[N:5][C:4]=2[NH:8][CH:9]=1. The yield is 0.660.